This data is from Reaction yield outcomes from USPTO patents with 853,638 reactions. The task is: Predict the reaction yield, written as a fraction of the theoretical maximum amount of product (1.0 means a 100% yield; for example, 0.34 means a 34% yield). (1) The reactants are [Br-].[NH:2]1[C:10]2[C:5](=[CH:6][CH:7]=[CH:8][CH:9]=2)[C:4]([CH2:11][P+](C2C=CC=CC=2)(C2C=CC=CC=2)C2C=CC=CC=2)=[N:3]1.[CH2:31]([O:38][C:39]1[CH:46]=[CH:45][CH:44]=[CH:43][C:40]=1[CH:41]=O)[C:32]1[CH:37]=[CH:36][CH:35]=[CH:34][CH:33]=1.C(=O)([O-])[O-].[K+].[K+].C(=O)([O-])O.[Na+]. The catalyst is CO. The product is [CH2:31]([O:38][C:39]1[CH:46]=[CH:45][CH:44]=[CH:43][C:40]=1/[CH:41]=[CH:11]/[C:4]1[C:5]2[C:10](=[CH:9][CH:8]=[CH:7][CH:6]=2)[NH:2][N:3]=1)[C:32]1[CH:33]=[CH:34][CH:35]=[CH:36][CH:37]=1. The yield is 0.380. (2) The reactants are [CH3:1][C:2]1[CH:10]=[CH:9][C:5]([C:6]([OH:8])=O)=[CH:4][C:3]=1[N+:11]([O-:13])=[O:12].CN(C=O)C.C(Cl)(=O)C(Cl)=O.[F:25][C:26]([F:35])([F:34])[C:27]1[CH:32]=[C:31]([NH2:33])[CH:30]=[CH:29][N:28]=1. The catalyst is C(Cl)Cl.CCOC(C)=O. The product is [CH3:1][C:2]1[CH:10]=[CH:9][C:5]([C:6]([NH:33][C:31]2[CH:30]=[CH:29][N:28]=[C:27]([C:26]([F:35])([F:25])[F:34])[CH:32]=2)=[O:8])=[CH:4][C:3]=1[N+:11]([O-:13])=[O:12]. The yield is 0.280. (3) The reactants are [CH2:1]([C:3]1([S:6]([O:9]CCCC)(=[O:8])=[O:7])[CH2:5][CH2:4]1)[CH3:2].[S-]C#N.[K+:17]. The catalyst is O1CCOCC1.O. The product is [CH2:1]([C:3]1([S:6]([O-:9])(=[O:8])=[O:7])[CH2:5][CH2:4]1)[CH3:2].[K+:17]. The yield is 1.00. (4) The reactants are [CH3:1][O:2][C:3](=[O:16])[C:4]1[CH:9]=[CH:8][C:7](I)=[C:6]([O:11][CH2:12][C:13]([CH3:15])=[CH2:14])[CH:5]=1.C(=O)([O-])[O-].[K+].[K+].[Cl:23][C:24]1[CH:29]=[CH:28][C:27](B(O)O)=[CH:26][CH:25]=1. The catalyst is CN(C=O)C.[Cl-].C([N+](CCCC)(CCCC)CCCC)CCC.C([O-])(=O)C.[Pd+2].C([O-])(=O)C. The product is [CH3:1][O:2][C:3]([C:4]1[CH:9]=[CH:8][C:7]2[C:13]([CH2:15][C:27]3[CH:28]=[CH:29][C:24]([Cl:23])=[CH:25][CH:26]=3)([CH3:14])[CH2:12][O:11][C:6]=2[CH:5]=1)=[O:16]. The yield is 0.370. (5) The reactants are [CH3:1][O:2][C:3]1[CH:4]=[C:5]2[C:10](=[CH:11][C:12]=1[O:13][CH2:14][CH2:15][N:16](C)[C:17](OC(C)(C)C)=O)[N:9]=[CH:8][N:7]=[C:6]2[O:25][C:26]1[CH:27]=[C:28]2[C:32](=[CH:33][CH:34]=1)[NH:31][C:30]([CH3:35])=[CH:29]2.C(O)(C(F)(F)F)=O.C(N(CC)CC)C.[CH3:50][S:51](Cl)(=[O:53])=[O:52]. The catalyst is C(Cl)Cl. The product is [CH3:1][O:2][C:3]1[CH:4]=[C:5]2[C:10](=[CH:11][C:12]=1[O:13][CH2:14][CH2:15][N:16]([CH3:17])[S:51]([CH3:50])(=[O:53])=[O:52])[N:9]=[CH:8][N:7]=[C:6]2[O:25][C:26]1[CH:27]=[C:28]2[C:32](=[CH:33][CH:34]=1)[NH:31][C:30]([CH3:35])=[CH:29]2. The yield is 0.380. (6) The product is [C:15]([O:19][C:20]([N:22]1[CH2:28][CH2:27][CH2:26][N:25]([C:2]2[C:3]([OH:13])=[C:4]([CH3:12])[CH:5]=[C:6]3[C:11]=2[N:10]=[CH:9][CH:8]=[CH:7]3)[CH2:24][CH2:23]1)=[O:21])([CH3:18])([CH3:16])[CH3:17]. The reactants are Br[C:2]1[C:3]([O:13]C)=[C:4]([CH3:12])[CH:5]=[C:6]2[C:11]=1[N:10]=[CH:9][CH:8]=[CH:7]2.[C:15]([O:19][C:20]([N:22]1[CH2:28][CH2:27][CH2:26][NH:25][CH2:24][CH2:23]1)=[O:21])([CH3:18])([CH3:17])[CH3:16]. The catalyst is C(OCC)(=O)C. The yield is 0.350. (7) The reactants are Cl[C:2]1[N:7]=[C:6]([NH:8][C:9]2[C:14]([CH3:15])=[CH:13][C:12]([CH3:16])=[CH:11][C:10]=2[CH3:17])[N:5]=[C:4]([NH:18][C:19]2[CH:26]=[CH:25][C:22]([C:23]#[N:24])=[CH:21][CH:20]=2)[N:3]=1.[NH3:27]. The catalyst is CC(O)C.O1CCOCC1. The product is [NH2:27][C:2]1[N:7]=[C:6]([NH:8][C:9]2[C:14]([CH3:15])=[CH:13][C:12]([CH3:16])=[CH:11][C:10]=2[CH3:17])[N:5]=[C:4]([NH:18][C:19]2[CH:26]=[CH:25][C:22]([C:23]#[N:24])=[CH:21][CH:20]=2)[N:3]=1. The yield is 0.661.